Dataset: Forward reaction prediction with 1.9M reactions from USPTO patents (1976-2016). Task: Predict the product of the given reaction. (1) Given the reactants [CH2:1]1[C:9]2[C:4](=[CH:5][CH:6]=[CH:7][CH:8]=2)[CH2:3][CH:2]1[C:10]([OH:12])=O.O.O[N:15]1C2C=CC=CC=2N=N1.Cl.CN(C)CCCN=C=NCC.[CH3:36][C:37]1([C:43]2[CH:44]=[C:45]([NH:49][S:50]([CH3:53])(=[O:52])=[O:51])[CH:46]=[CH:47][CH:48]=2)[CH:42]2[CH:38]1[CH2:39][NH:40][CH2:41]2.C(N(CC)CC)C, predict the reaction product. The product is: [NH3:15].[CH2:3]1[C:4]2[C:9](=[CH:8][CH:7]=[CH:6][CH:5]=2)[CH2:1][CH:2]1[C:10]([N:40]1[CH2:41][CH:42]2[CH:38]([C:37]2([C:43]2[CH:44]=[C:45]([NH:49][S:50]([CH3:53])(=[O:52])=[O:51])[CH:46]=[CH:47][CH:48]=2)[CH3:36])[CH2:39]1)=[O:12]. (2) Given the reactants [N+:1]([C:4]1[CH:5]=[C:6]2[C:10](=[CH:11][CH:12]=1)[NH:9][CH:8]=[CH:7]2)([O-:3])=[O:2].C(=O)([O-])[O-].[K+].[K+].[C:19](Cl)(=[O:26])[C:20]1[CH:25]=[CH:24][CH:23]=[CH:22][CH:21]=1.O, predict the reaction product. The product is: [C:19]([N:9]1[C:10]2[C:6](=[CH:5][C:4]([N+:1]([O-:3])=[O:2])=[CH:12][CH:11]=2)[CH:7]=[CH:8]1)(=[O:26])[C:20]1[CH:25]=[CH:24][CH:23]=[CH:22][CH:21]=1. (3) Given the reactants [N:1]1[CH:6]=[CH:5][CH:4]=[C:3]([C:7]2[N:8]=[C:9]([NH2:12])[S:10][CH:11]=2)[CH:2]=1.[Cl:13][C:14]1[CH:19]=[C:18]([Cl:20])[CH:17]=[C:16]([Cl:21])[C:15]=1[S:22](Cl)(=[O:24])=[O:23], predict the reaction product. The product is: [Cl:13][C:14]1[CH:19]=[C:18]([Cl:20])[CH:17]=[C:16]([Cl:21])[C:15]=1[S:22]([NH:12][C:9]1[S:10][CH:11]=[C:7]([C:3]2[CH:2]=[N:1][CH:6]=[CH:5][CH:4]=2)[N:8]=1)(=[O:24])=[O:23]. (4) Given the reactants [Cl:1][CH2:2][C:3]1[CH:4]=[CH:5][C:6]2[S:11][C:10]3[N:12]=[CH:13][CH:14]=[N:15][C:9]=3[N:8](COC)[C:7]=2[CH:19]=1.FC(F)(F)C(O)=O.C(=O)([O-])O.[Na+], predict the reaction product. The product is: [Cl:1][CH2:2][C:3]1[CH:4]=[CH:5][C:6]2[S:11][C:10]3[N:12]=[CH:13][CH:14]=[N:15][C:9]=3[NH:8][C:7]=2[CH:19]=1. (5) Given the reactants [CH:1]([N:4]([CH:7]([CH3:9])C)[CH2:5][CH3:6])([CH3:3])C.[CH:10]1[CH:11]=[CH:12][C:13]2N(O)N=N[C:14]=2[CH:15]=1.CN(C(O[N:28]1N=N[C:30]2[CH:31]=[CH:32]C=C[C:29]1=2)=[N+](C)C)C.F[P-](F)(F)(F)(F)F.CN(C=O)C.C(O)(C(F)(F)F)=O, predict the reaction product. The product is: [CH2:7]([N:4]1[CH2:1][CH2:3][CH2:32][C@@H:31]2[CH2:30][CH2:29][NH:28][C@@H:6]2[CH2:5]1)[CH2:9][C:15]1[CH:14]=[CH:13][CH:12]=[CH:11][CH:10]=1. (6) Given the reactants [C:1]([O:5][C:6]([N:8]1[CH2:13][CH2:12][CH:11]([C:14]2[CH:19]=[CH:18][C:17]([C:20](OC)=[O:21])=[CH:16][CH:15]=2)[CH2:10][CH2:9]1)=[O:7])([CH3:4])([CH3:3])[CH3:2].C([SiH2]CC)C.Cl, predict the reaction product. The product is: [C:1]([O:5][C:6]([N:8]1[CH2:13][CH2:12][CH:11]([C:14]2[CH:15]=[CH:16][C:17]([CH:20]=[O:21])=[CH:18][CH:19]=2)[CH2:10][CH2:9]1)=[O:7])([CH3:4])([CH3:2])[CH3:3]. (7) The product is: [CH2:1]([O:3][C:4]([C:6]1[CH:7]=[C:8]2[C:13](=[CH:14][CH:15]=1)[NH:12][CH:11]([C:16]1[CH:17]=[C:18]([N:26]3[CH2:31][CH2:30][O:29][CH2:28][CH2:27]3)[CH:19]=[C:20]([CH3:22])[CH:21]=1)[C:10]([CH3:25])([CH3:24])[CH2:9]2)=[O:5])[CH3:2]. Given the reactants [CH2:1]([O:3][C:4]([C:6]1[CH:7]=[C:8]2[C:13](=[CH:14][CH:15]=1)[NH:12][CH:11]([C:16]1[CH:21]=[C:20]([CH3:22])[CH:19]=[C:18](Br)[CH:17]=1)[C:10]([CH3:25])([CH3:24])[CH2:9]2)=[O:5])[CH3:2].[NH:26]1[CH2:31][CH2:30][O:29][CH2:28][CH2:27]1.CN(C)CC(O)=O.C(=O)([O-])[O-].[K+].[K+], predict the reaction product. (8) Given the reactants [C:1]1(=[O:8])[O:7][C:5](=[O:6])[CH2:4][CH2:3][CH2:2]1.[NH2:9][CH2:10][C:11]1[CH:12]=[C:13]([C:17]2[CH:22]=[CH:21][CH:20]=[C:19]([CH2:23][N:24]3[CH2:29][CH2:28][N:27]([C:30]([O:32][C:33]([CH3:36])([CH3:35])[CH3:34])=[O:31])[C@@H:26]([CH3:37])[CH2:25]3)[CH:18]=2)[CH:14]=[CH:15][CH:16]=1, predict the reaction product. The product is: [CH3:36][C:33]([O:32][C:30]([N:27]1[CH2:28][CH2:29][N:24]([CH2:23][C:19]2[CH:18]=[C:17]([C:13]3[CH:14]=[CH:15][CH:16]=[C:11]([CH2:10][NH:9][C:5](=[O:6])[CH2:4][CH2:3][CH2:2][C:1]([OH:7])=[O:8])[CH:12]=3)[CH:22]=[CH:21][CH:20]=2)[CH2:25][C@@H:26]1[CH3:37])=[O:31])([CH3:34])[CH3:35].